Dataset: Ames mutagenicity test results for genotoxicity prediction. Task: Regression/Classification. Given a drug SMILES string, predict its toxicity properties. Task type varies by dataset: regression for continuous values (e.g., LD50, hERG inhibition percentage) or binary classification for toxic/non-toxic outcomes (e.g., AMES mutagenicity, cardiotoxicity, hepatotoxicity). Dataset: ames. (1) The compound is CCCC[C@H](CC)COC(=O)c1cccc(C(=O)OC[C@@H](CC)CCCC)c1. The result is 0 (non-mutagenic). (2) The molecule is Nc1ccc(-c2ccc(N)c(O)c2)cc1O. The result is 1 (mutagenic). (3) The compound is CC(=O)OCC12CCC(C)=CC1OC1C(O)C(OC(C)=O)C2(C)C12CO2. The result is 0 (non-mutagenic). (4) The compound is CCOC(=O)CCl. The result is 0 (non-mutagenic). (5) The drug is CCCCCCCCCCC=CC1CC(=O)OC1=O. The result is 0 (non-mutagenic). (6) The drug is O=[N+]([O-])c1ccc2c3c4c(cccc4c4ccccc4c13)[C@@H]1O[C@H]21. The result is 1 (mutagenic). (7) The compound is COC(=O)c1ccco1. The result is 0 (non-mutagenic). (8) The drug is C1=Cc2ccc3c4c(ccc1c24)-c1ccccc1-3. The result is 1 (mutagenic).